Dataset: Catalyst prediction with 721,799 reactions and 888 catalyst types from USPTO. Task: Predict which catalyst facilitates the given reaction. (1) The catalyst class is: 10. Reactant: [C:1]([O:20][CH2:21][CH2:22][N:23]([C:46](=[O:52])[CH2:47][CH2:48][N:49]([CH3:51])[CH3:50])[CH2:24][CH2:25][O:26][C:27](=[O:45])[CH2:28][CH2:29][CH2:30][CH2:31][CH2:32][CH2:33][CH2:34]/[CH:35]=[CH:36]\[CH2:37][CH2:38][CH2:39][CH2:40][CH2:41][CH2:42][CH2:43][CH3:44])(=[O:19])[CH2:2][CH2:3][CH2:4][CH2:5][CH2:6][CH2:7][CH2:8]/[CH:9]=[CH:10]\[CH2:11][CH2:12][CH2:13][CH2:14][CH2:15][CH2:16][CH2:17][CH3:18].[Br:53][CH2:54][CH2:55][OH:56]. Product: [Br-:53].[C:1]([O:20][CH2:21][CH2:22][N:23]([CH2:24][CH2:25][O:26][C:27](=[O:45])[CH2:28][CH2:29][CH2:30][CH2:31][CH2:32][CH2:33][CH2:34]/[CH:35]=[CH:36]\[CH2:37][CH2:38][CH2:39][CH2:40][CH2:41][CH2:42][CH2:43][CH3:44])[C:46](=[O:52])[CH2:47][CH2:48][N+:49]([CH2:54][CH2:55][OH:56])([CH3:51])[CH3:50])(=[O:19])[CH2:2][CH2:3][CH2:4][CH2:5][CH2:6][CH2:7][CH2:8]/[CH:9]=[CH:10]\[CH2:11][CH2:12][CH2:13][CH2:14][CH2:15][CH2:16][CH2:17][CH3:18]. (2) The catalyst class is: 83. Product: [ClH:21].[NH2:19][C:13]1[N:12]=[C:11]2[C:16]([N:17]=[CH:18][N:10]2[CH2:9][CH2:8][CH:5]([CH2:6][OH:7])[CH2:4][OH:3])=[CH:15][N:14]=1. Reactant: CC1(C)[O:7][CH2:6][CH:5]([CH2:8][CH2:9][N:10]2[CH:18]=[N:17][C:16]3[C:11]2=[N:12][C:13]([NH2:19])=[N:14][CH:15]=3)[CH2:4][O:3]1.[ClH:21]. (3) Reactant: [CH3:1][C:2]1([CH3:33])[CH2:10][C:9]2[N:8]([C:11]3[CH:19]=[CH:18][C:14]([C:15]([NH2:17])=[O:16])=[C:13]([NH:20][C@H:21]4[CH2:26][CH2:25][CH2:24][CH2:23][C@@H:22]4[OH:27])[CH:12]=3)[N:7]=[C:6]([C:28]([F:31])([F:30])[F:29])[C:5]=2[C:4](=[O:32])[CH2:3]1.Cl.CN(C)CCCN=C=NCC.[C:46]([O:50][C:51]([NH:53][CH2:54][C:55](O)=[O:56])=[O:52])([CH3:49])([CH3:48])[CH3:47]. Product: [C:46]([O:50][C:51]([NH:53][CH2:54][C:55]([O:27][C@H:22]1[CH2:23][CH2:24][CH2:25][CH2:26][C@@H:21]1[NH:20][C:13]1[CH:12]=[C:11]([N:8]2[C:9]3[CH2:10][C:2]([CH3:33])([CH3:1])[CH2:3][C:4](=[O:32])[C:5]=3[C:6]([C:28]([F:30])([F:31])[F:29])=[N:7]2)[CH:19]=[CH:18][C:14]=1[C:15](=[O:16])[NH2:17])=[O:56])=[O:52])([CH3:49])([CH3:48])[CH3:47]. The catalyst class is: 143. (4) Reactant: Cl.[N+:2]([C:5]1[CH:12]=[CH:11][CH:10]=[C:9]([O:13][CH2:14][CH:15]2[CH2:20][CH2:19][CH2:18][CH2:17][NH:16]2)[C:6]=1[C:7]#[N:8])([O-:4])=[O:3].C(N(CC)CC)C.[CH2:28]([N:30]=[C:31]=[O:32])[CH3:29]. Product: [C:7]([C:6]1[C:5]([N+:2]([O-:4])=[O:3])=[CH:12][CH:11]=[CH:10][C:9]=1[O:13][CH2:14][CH:15]1[CH2:20][CH2:19][CH2:18][CH2:17][N:16]1[C:31]([NH:30][CH2:28][CH3:29])=[O:32])#[N:8]. The catalyst class is: 20.